Regression. Given two drug SMILES strings and cell line genomic features, predict the synergy score measuring deviation from expected non-interaction effect. From a dataset of NCI-60 drug combinations with 297,098 pairs across 59 cell lines. (1) Drug 1: C1=CN(C(=O)N=C1N)C2C(C(C(O2)CO)O)O.Cl. Drug 2: COC1=C2C(=CC3=C1OC=C3)C=CC(=O)O2. Cell line: UO-31. Synergy scores: CSS=26.2, Synergy_ZIP=3.02, Synergy_Bliss=3.73, Synergy_Loewe=-24.7, Synergy_HSA=1.82. (2) Drug 1: C(=O)(N)NO. Drug 2: C#CCC(CC1=CN=C2C(=N1)C(=NC(=N2)N)N)C3=CC=C(C=C3)C(=O)NC(CCC(=O)O)C(=O)O. Cell line: ACHN. Synergy scores: CSS=-0.568, Synergy_ZIP=-1.04, Synergy_Bliss=-2.38, Synergy_Loewe=-1.54, Synergy_HSA=-2.39. (3) Drug 1: CC1=C(C(CCC1)(C)C)C=CC(=CC=CC(=CC(=O)O)C)C. Drug 2: CCC(=C(C1=CC=CC=C1)C2=CC=C(C=C2)OCCN(C)C)C3=CC=CC=C3.C(C(=O)O)C(CC(=O)O)(C(=O)O)O. Cell line: SW-620. Synergy scores: CSS=-0.652, Synergy_ZIP=0.0675, Synergy_Bliss=-0.853, Synergy_Loewe=-2.42, Synergy_HSA=-1.85. (4) Drug 1: CC(C)(C#N)C1=CC(=CC(=C1)CN2C=NC=N2)C(C)(C)C#N. Drug 2: CCC1(C2=C(COC1=O)C(=O)N3CC4=CC5=C(C=CC(=C5CN(C)C)O)N=C4C3=C2)O.Cl. Cell line: CAKI-1. Synergy scores: CSS=9.05, Synergy_ZIP=-2.90, Synergy_Bliss=2.58, Synergy_Loewe=-12.0, Synergy_HSA=-4.53. (5) Drug 1: CC(CN1CC(=O)NC(=O)C1)N2CC(=O)NC(=O)C2. Drug 2: CCN(CC)CCCC(C)NC1=C2C=C(C=CC2=NC3=C1C=CC(=C3)Cl)OC. Cell line: MDA-MB-435. Synergy scores: CSS=20.7, Synergy_ZIP=-7.19, Synergy_Bliss=-2.99, Synergy_Loewe=-9.60, Synergy_HSA=-2.66. (6) Drug 1: CCC1(CC2CC(C3=C(CCN(C2)C1)C4=CC=CC=C4N3)(C5=C(C=C6C(=C5)C78CCN9C7C(C=CC9)(C(C(C8N6C)(C(=O)OC)O)OC(=O)C)CC)OC)C(=O)OC)O.OS(=O)(=O)O. Drug 2: CC1=C(C(=O)C2=C(C1=O)N3CC4C(C3(C2COC(=O)N)OC)N4)N. Cell line: CCRF-CEM. Synergy scores: CSS=45.4, Synergy_ZIP=-1.37, Synergy_Bliss=-0.784, Synergy_Loewe=0.294, Synergy_HSA=3.00. (7) Synergy scores: CSS=3.98, Synergy_ZIP=-0.233, Synergy_Bliss=0.795, Synergy_Loewe=1.16, Synergy_HSA=-0.191. Cell line: NCI/ADR-RES. Drug 2: CC(C)(C#N)C1=CC(=CC(=C1)CN2C=NC=N2)C(C)(C)C#N. Drug 1: CCCS(=O)(=O)NC1=C(C(=C(C=C1)F)C(=O)C2=CNC3=C2C=C(C=N3)C4=CC=C(C=C4)Cl)F.